The task is: Predict the product of the given reaction.. This data is from Forward reaction prediction with 1.9M reactions from USPTO patents (1976-2016). Given the reactants [OH:1][C:2]1[C:3]2[CH:16]=[N:15][N:14]([CH:17]([CH3:19])[CH3:18])[C:4]=2[NH:5][C:6](=[O:13])[C:7]=1C(OCC)=O.Cl, predict the reaction product. The product is: [CH:17]([N:14]1[C:4]2[N:5]=[C:6]([OH:13])[CH:7]=[C:2]([OH:1])[C:3]=2[CH:16]=[N:15]1)([CH3:19])[CH3:18].